This data is from Retrosynthesis with 50K atom-mapped reactions and 10 reaction types from USPTO. The task is: Predict the reactants needed to synthesize the given product. (1) Given the product CCc1nc2cc3c(cc2o1)CCN(CCCSc1nnc(-c2cccc4nc(C)ccc24)n1C)CC3, predict the reactants needed to synthesize it. The reactants are: CCc1nc2cc3c(cc2o1)CCNCC3.Cc1ccc2c(-c3nnc(SCCCCl)n3C)cccc2n1. (2) Given the product OCCc1csc(Nc2cc(Sc3ccccc3)ccn2)n1, predict the reactants needed to synthesize it. The reactants are: CCOC(=O)Cc1csc(Nc2cc(Sc3ccccc3)ccn2)n1. (3) Given the product CC1c2cccc(-c3ccco3)c2CCN1C(=O)c1cc2ncc(Br)cn2n1, predict the reactants needed to synthesize it. The reactants are: CC1NCCc2c(-c3ccco3)cccc21.O=C(O)c1cc2ncc(Br)cn2n1.